This data is from Forward reaction prediction with 1.9M reactions from USPTO patents (1976-2016). The task is: Predict the product of the given reaction. (1) Given the reactants [NH2:1][C:2]([CH3:26])([CH3:25])[C@H:3]([NH:8][C:9](=[O:24])[C:10]1[CH:15]=[CH:14][C:13]([C:16]#[C:17][C:18]#[C:19][CH:20]([OH:23])[CH2:21][OH:22])=[CH:12][CH:11]=1)[C:4]([NH:6][OH:7])=[O:5].C=O.[CH2:29](N)C.C([BH3-])#N.[Na+], predict the reaction product. The product is: [OH:23][CH:20]([CH2:21][OH:22])[C:19]#[C:18][C:17]#[C:16][C:13]1[CH:14]=[CH:15][C:10]([C:9]([NH:8][C@@H:3]([C:2]([CH3:26])([NH:1][CH3:29])[CH3:25])[C:4]([NH:6][OH:7])=[O:5])=[O:24])=[CH:11][CH:12]=1. (2) The product is: [CH3:2][O:3][CH:4]=[C:33]1[CH2:34][CH2:35][CH:30]([CH:37]2[CH2:42][CH2:41][C:40](=[CH:47][O:48][CH3:49])[CH2:39][CH2:38]2)[CH2:31][CH2:32]1. Given the reactants [Cl-].[CH3:2][O:3][CH2:4][P+](C1C=CC=CC=1)(C1C=CC=CC=1)C1C=CC=CC=1.CC(C)([O-])C.[K+].[CH:30]1([CH:37]2[CH2:42][CH2:41][C:40](=O)[CH2:39][CH2:38]2)[CH2:35][CH2:34][C:33](=O)[CH2:32][CH2:31]1.O.C1[CH2:49][O:48][CH2:47]C1, predict the reaction product.